This data is from Forward reaction prediction with 1.9M reactions from USPTO patents (1976-2016). The task is: Predict the product of the given reaction. (1) Given the reactants [C:1]1([C:6](Cl)=[O:7])[S:5][CH:4]=[CH:3][CH:2]=1.[NH2:9][C:10]1[N:17]=[C:16]([C:18]2[CH:23]=[CH:22][CH:21]=[CH:20][C:19]=2[O:24][Si:25]([C:28]([CH3:31])([CH3:30])[CH3:29])([CH3:27])[CH3:26])[CH:15]=[C:14]([C:32]2[CH:37]=[CH:36][CH:35]=[C:34]([N+:38]([O-:40])=[O:39])[CH:33]=2)[C:11]=1[C:12]#[N:13], predict the reaction product. The product is: [Si:25]([O:24][C:19]1[CH:20]=[CH:21][CH:22]=[CH:23][C:18]=1[C:16]1[N:17]=[C:10]([NH:9][C:6]([C:1]2[S:5][CH:4]=[CH:3][CH:2]=2)=[O:7])[C:11]([C:12]#[N:13])=[C:14]([C:32]2[CH:37]=[CH:36][CH:35]=[C:34]([N+:38]([O-:40])=[O:39])[CH:33]=2)[CH:15]=1)([C:28]([CH3:31])([CH3:30])[CH3:29])([CH3:27])[CH3:26]. (2) Given the reactants Cl.C[O:3][C:4]1[CH:14]=[CH:13][C:7]2[CH2:8][CH2:9][NH:10][CH2:11][CH2:12][C:6]=2[C:5]=1[CH3:15].[BrH:16], predict the reaction product. The product is: [BrH:16].[OH:3][C:4]1[CH:14]=[CH:13][C:7]2[CH2:8][CH2:9][NH:10][CH2:11][CH2:12][C:6]=2[C:5]=1[CH3:15]. (3) Given the reactants [F:1][C:2]1[CH:3]=[N:4][CH:5]=[CH:6][C:7]=1[CH:8]([S:10][C:11]1[N:12]=[C:13]([NH:22][C@H:23]([CH2:26][CH:27]([CH3:29])[CH3:28])[CH2:24][OH:25])[C:14]2[S:19][C:18]([O:20]C)=[N:17][C:15]=2[N:16]=1)[CH3:9], predict the reaction product. The product is: [F:1][C:2]1[CH:3]=[N:4][CH:5]=[CH:6][C:7]=1[CH:8]([S:10][C:11]1[N:12]=[C:13]([NH:22][C@@H:23]([CH2:24][OH:25])[CH2:26][CH:27]([CH3:28])[CH3:29])[C:14]2[S:19][C:18](=[O:20])[NH:17][C:15]=2[N:16]=1)[CH3:9]. (4) Given the reactants [CH2:1]([N:3]1[C:12]2[C:7](=[CH:8][C:9]([CH3:27])=[C:10]([C:13]3[CH:14]=[C:15]([CH:18]=[CH:19][C:20]=3[O:21][CH2:22][C:23]([F:26])([F:25])[F:24])C=O)[CH:11]=2)[C:6]([CH3:29])([CH3:28])[CH2:5][C:4]1=[O:30])[CH3:2].[CH2:31]([CH:33](P(O)(O)=O)/[C:34](/CC)=[C:35](\CC)/[C:36]([O-:38])=[O:37])C, predict the reaction product. The product is: [CH2:1]([N:3]1[C:12]2[C:7](=[CH:8][C:9]([CH3:27])=[C:10]([C:13]3[CH:14]=[C:15]([CH:31]=[CH:33][CH:34]=[CH:35][C:36]([OH:38])=[O:37])[CH:18]=[CH:19][C:20]=3[O:21][CH2:22][C:23]([F:26])([F:24])[F:25])[CH:11]=2)[C:6]([CH3:29])([CH3:28])[CH2:5][C:4]1=[O:30])[CH3:2]. (5) Given the reactants [CH2:1]([O:3][C:4](=[O:33])[CH2:5][C:6]1[CH:11]=[CH:10][CH:9]=[C:8]([O:12][C:13]2[CH:18]=[CH:17][C:16]([N+:19]([O-:21])=[O:20])=[CH:15][C:14]=2[CH2:22][NH:23][C@@H:24]([CH3:32])[CH2:25][C:26]2[CH:31]=[CH:30][CH:29]=[CH:28][CH:27]=2)[CH:7]=1)[CH3:2].Cl[C:35]([O:37][CH3:38])=[O:36], predict the reaction product. The product is: [CH2:1]([O:3][C:4](=[O:33])[CH2:5][C:6]1[CH:11]=[CH:10][CH:9]=[C:8]([O:12][C:13]2[CH:18]=[CH:17][C:16]([N+:19]([O-:21])=[O:20])=[CH:15][C:14]=2[CH2:22][N:23]([C:35]([O:37][CH3:38])=[O:36])[C@@H:24]([CH3:32])[CH2:25][C:26]2[CH:31]=[CH:30][CH:29]=[CH:28][CH:27]=2)[CH:7]=1)[CH3:2]. (6) Given the reactants [CH3:1][C:2]1[CH:11]=[CH:10][C:9]2[N:8]=[CH:7][C:6]3[NH:12][C:13](=[O:26])[N:14]([C:15]4[CH:20]=[CH:19][C:18]([C:21]([CH3:25])([CH3:24])[C:22]#[N:23])=[CH:17][CH:16]=4)[C:5]=3[C:4]=2[CH:3]=1.C(N(CC)CC)C.[CH3:34][C:35]1[CH:36]=[C:37]([S:41](Cl)(=[O:43])=[O:42])[CH:38]=[CH:39][CH:40]=1.O, predict the reaction product. The product is: [CH3:25][C:21]([C:18]1[CH:17]=[CH:16][C:15]([N:14]2[C:5]3[C:4]4[CH:3]=[C:2]([CH3:1])[CH:11]=[CH:10][C:9]=4[N:8]=[CH:7][C:6]=3[N:12]([S:41]([C:37]3[CH:36]=[C:35]([CH3:34])[CH:40]=[CH:39][CH:38]=3)(=[O:43])=[O:42])[C:13]2=[O:26])=[CH:20][CH:19]=1)([CH3:24])[C:22]#[N:23]. (7) Given the reactants [CH:1]1([C:4]2[S:5][C:6]([C:12]3[CH:17]=[CH:16][CH:15]=[CH:14][C:13]=3[F:18])=[C:7]([C:9]([OH:11])=O)[N:8]=2)[CH2:3][CH2:2]1.CN(C(ON1N=NC2C=CC=CC1=2)=[N+](C)C)C.[B-](F)(F)(F)F.CCN(C(C)C)C(C)C.[C:50]([O:54][C:55](=[O:64])[NH:56][CH2:57][C@@H:58]1[CH2:63][CH2:62][CH2:61][CH2:60][NH:59]1)([CH3:53])([CH3:52])[CH3:51], predict the reaction product. The product is: [C:50]([O:54][C:55](=[O:64])[NH:56][CH2:57][C@@H:58]1[CH2:63][CH2:62][CH2:61][CH2:60][N:59]1[C:9]([C:7]1[N:8]=[C:4]([CH:1]2[CH2:2][CH2:3]2)[S:5][C:6]=1[C:12]1[CH:17]=[CH:16][CH:15]=[CH:14][C:13]=1[F:18])=[O:11])([CH3:53])([CH3:51])[CH3:52]. (8) Given the reactants O.Cl.[NH2:3][C:4]1([CH3:12])[CH2:9][CH2:8][C:7](=[O:10])[NH:6][C:5]1=[O:11].Cl[C:14]([O:16][CH:17]1[CH:22]([CH:23]([CH3:25])[CH3:24])[CH2:21][CH2:20][CH:19]([CH3:26])[CH2:18]1)=[O:15].C([O-])(O)=O.[Na+].CC#N, predict the reaction product. The product is: [CH:23]([CH:22]1[CH2:21][CH2:20][CH:19]([CH3:26])[CH2:18][CH:17]1[O:16][C:14](=[O:15])[NH:3][C@:4]1([CH3:12])[CH2:9][CH2:8][C:7](=[O:10])[NH:6][C:5]1=[O:11])([CH3:24])[CH3:25]. (9) Given the reactants [CH3:1][O:2][C:3]1[CH:4]=[CH:5][CH:6]=[C:7]2[C:11]=1[C:10](=[N:12]O)[CH2:9][CH2:8]2.[H][H], predict the reaction product. The product is: [CH3:1][O:2][C:3]1[CH:4]=[CH:5][CH:6]=[C:7]2[C:11]=1[CH:10]([NH2:12])[CH2:9][CH2:8]2. (10) Given the reactants CC([N:5]([CH2:9][C@@H:10]([NH:22][C:23]([C:25]1[CH:30]=[CH:29][C:28]([C:31]2[N:35]([CH3:36])[N:34]=[CH:33][CH:32]=2)=[CH:27][N:26]=1)=[O:24])[CH2:11][C:12]1[CH:17]=[CH:16][CH:15]=[CH:14][C:13]=1[C:18]([F:21])([F:20])[F:19])C(=O)[O-])(C)C.C(O)(C(F)(F)F)=O, predict the reaction product. The product is: [NH2:5][CH2:9][C@@H:10]([NH:22][C:23]([C:25]1[CH:30]=[CH:29][C:28]([C:31]2[N:35]([CH3:36])[N:34]=[CH:33][CH:32]=2)=[CH:27][N:26]=1)=[O:24])[CH2:11][C:12]1[CH:17]=[CH:16][CH:15]=[CH:14][C:13]=1[C:18]([F:21])([F:20])[F:19].